Predict the product of the given reaction. From a dataset of Forward reaction prediction with 1.9M reactions from USPTO patents (1976-2016). (1) Given the reactants [S:1]1[C:5]2[CH:6]=[CH:7][CH:8]=[CH:9][C:4]=2[N:3]=[C:2]1[NH:10][C:11]([C:13]1[CH:14]=[CH:15][CH:16]=[C:17]2[C:22]=1[CH2:21][N:20]([C:23]1[S:24][C:25]([CH2:33][CH2:34][O:35][CH2:36][C:37]3[CH:42]=[CH:41][CH:40]=[CH:39][CH:38]=3)=[C:26]([C:28]([O:30]CC)=[O:29])[N:27]=1)[CH2:19][CH2:18]2)=[O:12].[OH-].[Na+], predict the reaction product. The product is: [S:1]1[C:5]2[CH:6]=[CH:7][CH:8]=[CH:9][C:4]=2[N:3]=[C:2]1[NH:10][C:11]([C:13]1[CH:14]=[CH:15][CH:16]=[C:17]2[C:22]=1[CH2:21][N:20]([C:23]1[S:24][C:25]([CH2:33][CH2:34][O:35][CH2:36][C:37]3[CH:38]=[CH:39][CH:40]=[CH:41][CH:42]=3)=[C:26]([C:28]([OH:30])=[O:29])[N:27]=1)[CH2:19][CH2:18]2)=[O:12]. (2) The product is: [CH3:7][C:5]1([CH3:8])[C:4]2[C:12]3[CH:17]=[CH:16][CH:15]=[CH:14][C:13]=3[C:19](=[O:20])[O:9][C:3]=2[C:2]([CH3:10])([CH3:1])[CH2:6]1. Given the reactants [CH3:1][C:2]1([CH3:10])[CH2:6][C:5]([CH3:8])([CH3:7])[CH2:4][C:3]1=[O:9].Br[C:12]1[CH:17]=[CH:16][CH:15]=[CH:14][C:13]=1I.[C:19](=O)([O-])[O-:20].[Cs+].[Cs+].CC1(C)C2C(=C(P(C3C=CC=CC=3)C3C=CC=CC=3)C=CC=2)OC2C(P(C3C=CC=CC=3)C3C=CC=CC=3)=CC=CC1=2.[C]=O, predict the reaction product. (3) The product is: [CH2:16]([N:20]([CH3:21])[C:2]1[CH:15]=[CH:14][C:5]([O:6][Si:7]([C:10]([CH3:13])([CH3:12])[CH3:11])([CH3:9])[CH3:8])=[CH:4][CH:3]=1)[CH:17]([CH3:19])[CH3:18]. Given the reactants Br[C:2]1[CH:15]=[CH:14][C:5]([O:6][Si:7]([C:10]([CH3:13])([CH3:12])[CH3:11])([CH3:9])[CH3:8])=[CH:4][CH:3]=1.[CH2:16]([NH:20][CH3:21])[CH:17]([CH3:19])[CH3:18].C(P(C(C)(C)C)C1C=CC=CC=1C1C=CC=CC=1)(C)(C)C.CC(C)([O-])C.[Na+], predict the reaction product. (4) Given the reactants [CH2:1]([O:3][C:4](=[O:15])/[C:5](/[F:14])=[CH:6]/[CH2:7][C:8]1[CH:13]=[CH:12][CH:11]=[CH:10][CH:9]=1)[CH3:2].[CH2:16]([N:23]([Si](C)(C)C)[CH2:24]OC)[C:17]1[CH:22]=[CH:21][CH:20]=[CH:19][CH:18]=1.[C:31](O)(C(F)(F)F)=O, predict the reaction product. The product is: [CH2:1]([O:3][C:4]([C:5]1([F:14])[CH:6]([CH2:7][C:8]2[CH:13]=[CH:12][CH:11]=[CH:10][CH:9]=2)[CH2:24][N:23]([CH2:16][C:17]2[CH:22]=[CH:21][CH:20]=[CH:19][CH:18]=2)[CH2:31]1)=[O:15])[CH3:2].